From a dataset of Catalyst prediction with 721,799 reactions and 888 catalyst types from USPTO. Predict which catalyst facilitates the given reaction. (1) Reactant: [Br:1][C:2]1[CH:3]=[CH:4][C:5]([CH3:8])=[N:6][CH:7]=1.C1C(=O)N([Br:16])C(=O)C1.CC(N=NC(C#N)(C)C)(C#N)C. Product: [Br:1][C:2]1[CH:3]=[CH:4][C:5]([CH2:8][Br:16])=[N:6][CH:7]=1. The catalyst class is: 53. (2) The catalyst class is: 31. Reactant: [C:1]([O:5][C:6]([N:8]1[CH2:13][CH2:12][C:11]([NH2:21])([CH2:14][C:15]2[CH:20]=[CH:19][CH:18]=[CH:17][CH:16]=2)[CH2:10][CH2:9]1)=[O:7])([CH3:4])([CH3:3])[CH3:2].[C:22]([C:24]1[N:29]=[C:28]([NH:30][CH2:31][CH:32]2[CH2:39][CH2:38][C:35]3([CH2:37][CH2:36]3)[CH2:34][CH2:33]2)[C:27]([C:40](O)=[O:41])=[CH:26][N:25]=1)#[N:23].C1C=NC2N(O)N=NC=2C=1.CCN=C=NCCCN(C)C.Cl. Product: [C:1]([O:5][C:6]([N:8]1[CH2:9][CH2:10][C:11]([CH2:14][C:15]2[CH:16]=[CH:17][CH:18]=[CH:19][CH:20]=2)([NH:21][C:40]([C:27]2[C:28]([NH:30][CH2:31][CH:32]3[CH2:39][CH2:38][C:35]4([CH2:37][CH2:36]4)[CH2:34][CH2:33]3)=[N:29][C:24]([C:22]#[N:23])=[N:25][CH:26]=2)=[O:41])[CH2:12][CH2:13]1)=[O:7])([CH3:4])([CH3:2])[CH3:3]. (3) Reactant: [Cl:1][C:2]1[N:7]=[C:6]([C:8]2[CH:13]=[CH:12][CH:11]=[CH:10][CH:9]=2)[N:5]=[C:4]([NH2:14])[CH:3]=1.[Br:15][CH2:16][C:17](Br)=[O:18].C(N(CC)C(C)C)(C)C. Product: [Br:15][CH2:16][C:17]([NH:14][C:4]1[CH:3]=[C:2]([Cl:1])[N:7]=[C:6]([C:8]2[CH:13]=[CH:12][CH:11]=[CH:10][CH:9]=2)[N:5]=1)=[O:18]. The catalyst class is: 2. (4) Reactant: Br[C:2]1[C:16]([Cl:17])=[CH:15][C:5]([O:6][CH2:7][C@@H:8]2[CH2:12][O:11][C:10]([CH3:14])([CH3:13])[O:9]2)=[C:4]([Cl:18])[CH:3]=1.[Cu][C:20]#[N:21]. Product: [Cl:17][C:16]1[CH:15]=[C:5]([O:6][CH2:7][C@@H:8]2[CH2:12][O:11][C:10]([CH3:14])([CH3:13])[O:9]2)[C:4]([Cl:18])=[CH:3][C:2]=1[C:20]#[N:21]. The catalyst class is: 9. (5) Reactant: [Br-:1].[OH:2][C:3]1[CH:8]=[CH:7][C:6]([C:9](=[O:36])[CH2:10][N+:11]23[CH2:18][CH2:17][CH:14]([CH2:15][CH2:16]2)[C@@H:13]([O:19][C:20](=[O:35])[C@@H:21]([C:29]2[CH:34]=[CH:33][CH:32]=[CH:31][CH:30]=2)[NH:22][C:23]2[CH:28]=[CH:27][CH:26]=[CH:25][CH:24]=2)[CH2:12]3)=[CH:5][CH:4]=1.[CH3:37][S:38](Cl)(=[O:40])=[O:39].CC#N.O. Product: [Br-:1].[CH3:37][S:38]([O:2][C:3]1[CH:8]=[CH:7][C:6]([C:9](=[O:36])[CH2:10][N+:11]23[CH2:16][CH2:15][CH:14]([CH2:17][CH2:18]2)[C@@H:13]([O:19][C:20](=[O:35])[C@@H:21]([C:29]2[CH:30]=[CH:31][CH:32]=[CH:33][CH:34]=2)[NH:22][C:23]2[CH:24]=[CH:25][CH:26]=[CH:27][CH:28]=2)[CH2:12]3)=[CH:5][CH:4]=1)(=[O:40])=[O:39]. The catalyst class is: 2. (6) Reactant: [CH:1]1([N:7]2[C:11]3[CH:12]=[CH:13][C:14]([C:16](O)=[O:17])=[CH:15][C:10]=3[N:9]=[C:8]2[C:19]2[CH:20]=[C:21]3[C:26](=[CH:27][CH:28]=2)[N:25]=[CH:24][C:23]([C:29]2[CH:34]=[CH:33][CH:32]=[CH:31][CH:30]=2)=[N:22]3)[CH2:6][CH2:5][CH2:4][CH2:3][CH2:2]1.CN(C(ON1N=NC2C=CC=CC1=2)=[N+](C)C)C.F[P-](F)(F)(F)(F)F.CCN(C(C)C)C(C)C.[OH:68][C:69]1[CH:83]=[C:82]2[C:72]([NH:73][CH:74]=[C:75]2[CH2:76][C@@H:77]([C:79]([OH:81])=[O:80])[NH2:78])=[CH:71][CH:70]=1. Product: [CH:1]1([N:7]2[C:11]3[CH:12]=[CH:13][C:14]([C:16]([NH:78][CH:77]([CH2:76][C:75]4[C:82]5[C:72](=[CH:71][CH:70]=[C:69]([OH:68])[CH:83]=5)[NH:73][CH:74]=4)[C:79]([OH:81])=[O:80])=[O:17])=[CH:15][C:10]=3[N:9]=[C:8]2[C:19]2[CH:20]=[C:21]3[C:26](=[CH:27][CH:28]=2)[N:25]=[CH:24][C:23]([C:29]2[CH:30]=[CH:31][CH:32]=[CH:33][CH:34]=2)=[N:22]3)[CH2:6][CH2:5][CH2:4][CH2:3][CH2:2]1. The catalyst class is: 3.